Dataset: Catalyst prediction with 721,799 reactions and 888 catalyst types from USPTO. Task: Predict which catalyst facilitates the given reaction. (1) Reactant: [CH2:1]([C:3]1[N:4]=[CH:5][NH:6][CH:7]=1)[CH3:2].[N+:8]([C:11]1[CH:18]=[CH:17][C:14]([CH2:15]Br)=[CH:13][CH:12]=1)([O-:10])=[O:9].C(=O)([O-])[O-].[K+].[K+].CN(C)C=O. Product: [CH2:1]([C:3]1[N:4]=[CH:5][N:6]([CH2:15][C:14]2[CH:17]=[CH:18][C:11]([N+:8]([O-:10])=[O:9])=[CH:12][CH:13]=2)[CH:7]=1)[CH3:2]. The catalyst class is: 6. (2) Reactant: [CH:1]1([CH:7]([OH:25])[C:8]23[C:14](=[O:15])[O:13][C:12]2([CH3:16])[CH:11]([CH:17]([OH:23])[CH2:18][CH2:19][CH2:20][CH2:21][CH3:22])[C:10](=[O:24])[NH:9]3)[CH2:6][CH2:5][CH2:4][CH:3]=[CH:2]1.C(N(CC)CC)C.[CH2:33]([SH:40])[C:34]1[CH:39]=[CH:38][CH:37]=[CH:36][CH:35]=1. Product: [CH2:33]([S:40][C:14]([C:8]1([CH:7]([CH:1]2[CH2:6][CH2:5][CH2:4][CH:3]=[CH:2]2)[OH:25])[C:12]([OH:13])([CH3:16])[CH:11]([CH:17]([OH:23])[CH2:18][CH2:19][CH2:20][CH2:21][CH3:22])[C:10](=[O:24])[NH:9]1)=[O:15])[C:34]1[CH:39]=[CH:38][CH:37]=[CH:36][CH:35]=1. The catalyst class is: 4. (3) Reactant: CCOC(/N=N/C(OCC)=O)=O.[C:13]([O:17][C:18](=[O:29])[NH:19][C@H:20]([CH2:27]O)[CH2:21][C:22]([CH3:26])([CH3:25])[CH:23]=[CH2:24])([CH3:16])([CH3:15])[CH3:14].[C:30]1(=[O:40])[NH:34][C:33](=[O:35])[C:32]2=[CH:36][CH:37]=[CH:38][CH:39]=[C:31]12.C1(P(C2C=CC=CC=2)C2C=CC=CC=2)C=CC=CC=1. Product: [C:13]([O:17][C:18](=[O:29])[NH:19][C@H:20]([CH2:27][N:34]1[C:30](=[O:40])[C:31]2[C:32](=[CH:36][CH:37]=[CH:38][CH:39]=2)[C:33]1=[O:35])[CH2:21][C:22]([CH3:26])([CH3:25])[CH:23]=[CH2:24])([CH3:16])([CH3:15])[CH3:14]. The catalyst class is: 1. (4) Product: [Br:1][C:2]1[CH:14]=[C:13]([C:15]([NH2:16])=[O:17])[C:12]2[N:11]([CH2:18][CH:19]3[CH2:20][CH2:21]3)[C:10]3[C:5]([C:4]=2[CH:3]=1)=[CH:6][CH:7]=[C:8]([C:22]([N:28]1[CH2:27][C@H:26]([CH3:25])[O:31][C@H:30]([CH3:32])[CH2:29]1)=[O:23])[CH:9]=3. Reactant: [Br:1][C:2]1[CH:3]=[C:4]2[C:12](=[C:13]([C:15](=[O:17])[NH2:16])[CH:14]=1)[N:11]([CH2:18][CH:19]1[CH2:21][CH2:20]1)[C:10]1[CH:9]=[C:8]([C:22](O)=[O:23])[CH:7]=[CH:6][C:5]2=1.[CH3:25][C@H:26]1[O:31][C@@H:30]([CH3:32])[CH2:29][NH:28][CH2:27]1.C(N(CC)CC)C. The catalyst class is: 3. (5) Reactant: [H-].[Na+].[C:3]([O:7][C:8]([N:10]1[CH2:15][CH2:14][CH:13]([OH:16])[CH2:12][CH2:11]1)=[O:9])([CH3:6])([CH3:5])[CH3:4].[CH3:17]I. Product: [C:3]([O:7][C:8]([N:10]1[CH2:15][CH2:14][CH:13]([O:16][CH3:17])[CH2:12][CH2:11]1)=[O:9])([CH3:6])([CH3:4])[CH3:5]. The catalyst class is: 9. (6) Reactant: [C:1]([O:5][C:6](=[O:13])[NH:7][C@H:8]1[CH2:11][C@@H:10]([NH2:12])[CH2:9]1)([CH3:4])([CH3:3])[CH3:2].Cl[C:15]1[S:16][C:17]2[CH:23]=[CH:22][CH:21]=[CH:20][C:18]=2[N:19]=1.C(N(CC)C(C)C)(C)C. Product: [C:1]([O:5][C:6](=[O:13])[NH:7][C@H:8]1[CH2:11][C@@H:10]([NH:12][C:15]2[S:16][C:17]3[CH:23]=[CH:22][CH:21]=[CH:20][C:18]=3[N:19]=2)[CH2:9]1)([CH3:4])([CH3:2])[CH3:3]. The catalyst class is: 58.